Dataset: NCI-60 drug combinations with 297,098 pairs across 59 cell lines. Task: Regression. Given two drug SMILES strings and cell line genomic features, predict the synergy score measuring deviation from expected non-interaction effect. (1) Drug 1: C1=CC(=CC=C1CC(C(=O)O)N)N(CCCl)CCCl.Cl. Drug 2: CC1=C(C(CCC1)(C)C)C=CC(=CC=CC(=CC(=O)O)C)C. Cell line: HL-60(TB). Synergy scores: CSS=20.1, Synergy_ZIP=-10.8, Synergy_Bliss=-19.0, Synergy_Loewe=-20.3, Synergy_HSA=-19.0. (2) Drug 1: C1CN1P(=S)(N2CC2)N3CC3. Drug 2: CNC(=O)C1=NC=CC(=C1)OC2=CC=C(C=C2)NC(=O)NC3=CC(=C(C=C3)Cl)C(F)(F)F. Cell line: SNB-19. Synergy scores: CSS=12.3, Synergy_ZIP=-4.26, Synergy_Bliss=-3.87, Synergy_Loewe=-17.7, Synergy_HSA=-3.43. (3) Drug 1: CCC1(CC2CC(C3=C(CCN(C2)C1)C4=CC=CC=C4N3)(C5=C(C=C6C(=C5)C78CCN9C7C(C=CC9)(C(C(C8N6C=O)(C(=O)OC)O)OC(=O)C)CC)OC)C(=O)OC)O.OS(=O)(=O)O. Drug 2: CC1=C(C(CCC1)(C)C)C=CC(=CC=CC(=CC(=O)O)C)C. Cell line: K-562. Synergy scores: CSS=21.8, Synergy_ZIP=5.44, Synergy_Bliss=9.38, Synergy_Loewe=-29.0, Synergy_HSA=7.47. (4) Drug 1: C1=NC2=C(N1)C(=S)N=CN2. Drug 2: CC1CCCC2(C(O2)CC(NC(=O)CC(C(C(=O)C(C1O)C)(C)C)O)C(=CC3=CSC(=N3)C)C)C. Cell line: COLO 205. Synergy scores: CSS=39.8, Synergy_ZIP=-3.87, Synergy_Bliss=-5.42, Synergy_Loewe=-14.2, Synergy_HSA=-5.95. (5) Drug 1: CCC1(CC2CC(C3=C(CCN(C2)C1)C4=CC=CC=C4N3)(C5=C(C=C6C(=C5)C78CCN9C7C(C=CC9)(C(C(C8N6C=O)(C(=O)OC)O)OC(=O)C)CC)OC)C(=O)OC)O.OS(=O)(=O)O. Drug 2: C1=CC=C(C=C1)NC(=O)CCCCCCC(=O)NO. Cell line: UACC62. Synergy scores: CSS=49.1, Synergy_ZIP=-11.3, Synergy_Bliss=-2.03, Synergy_Loewe=-1.26, Synergy_HSA=-0.412.